From a dataset of NCI-60 drug combinations with 297,098 pairs across 59 cell lines. Regression. Given two drug SMILES strings and cell line genomic features, predict the synergy score measuring deviation from expected non-interaction effect. (1) Drug 1: C1=C(C(=O)NC(=O)N1)N(CCCl)CCCl. Drug 2: C1=CN(C(=O)N=C1N)C2C(C(C(O2)CO)O)O.Cl. Cell line: NCI-H226. Synergy scores: CSS=11.2, Synergy_ZIP=-7.54, Synergy_Bliss=-6.08, Synergy_Loewe=-6.32, Synergy_HSA=-3.91. (2) Drug 1: C1=C(C(=O)NC(=O)N1)N(CCCl)CCCl. Drug 2: CN1C2=C(C=C(C=C2)N(CCCl)CCCl)N=C1CCCC(=O)O.Cl. Cell line: T-47D. Synergy scores: CSS=10.6, Synergy_ZIP=-9.56, Synergy_Bliss=-6.68, Synergy_Loewe=-10.1, Synergy_HSA=-5.62.